This data is from Forward reaction prediction with 1.9M reactions from USPTO patents (1976-2016). The task is: Predict the product of the given reaction. (1) Given the reactants [Cl:1][C:2]1[CH:10]=[C:9]2[C:5]([CH:6]([CH:12]3[CH2:16][CH2:15][CH2:14][CH2:13]3)[C:7](=[O:11])[NH:8]2)=[CH:4][CH:3]=1.[CH2:17](Br)[C:18]1[CH:23]=[CH:22][CH:21]=[CH:20][CH:19]=1.[I-].[K+].C(=O)([O-])[O-].[K+].[K+], predict the reaction product. The product is: [CH2:17]([C:6]1([CH:12]2[CH2:16][CH2:15][CH2:14][CH2:13]2)[C:5]2[C:9](=[CH:10][C:2]([Cl:1])=[CH:3][CH:4]=2)[NH:8][C:7]1=[O:11])[C:18]1[CH:23]=[CH:22][CH:21]=[CH:20][CH:19]=1. (2) The product is: [C:1]([C:5]1[CH:9]=[C:8]([NH:10][C:11]([NH:13][C:14]2[CH:19]=[CH:18][CH:17]=[C:16]([Cl:20])[C:15]=2[Cl:21])=[O:12])[N:7]([C:22]2[CH:23]=[C:24]3[C:28](=[CH:29][CH:30]=2)[NH:27][N:26]=[CH:25]3)[N:6]=1)([CH3:4])([CH3:2])[CH3:3]. Given the reactants [C:1]([C:5]1[CH:9]=[C:8]([NH:10][C:11]([NH:13][C:14]2[CH:19]=[CH:18][CH:17]=[C:16]([Cl:20])[C:15]=2[Cl:21])=[O:12])[N:7]([C:22]2[CH:23]=[C:24]3[C:28](=[CH:29][CH:30]=2)[N:27](C(OC(C)(C)C)=O)[N:26]=[CH:25]3)[N:6]=1)([CH3:4])([CH3:3])[CH3:2].Cl.CCO.Cl, predict the reaction product. (3) The product is: [Cl:30][C:2]1[N:3]=[C:4]2[CH:17]=[CH:16][C:15]3=[N:18][N:19]=[C:20]([C:22]4[CH:27]=[N:26][CH:25]=[CH:24][N:23]=4)[N:14]3[C:5]2=[N:6][C:7]=1[C:8]1[CH:13]=[CH:12][CH:11]=[CH:10][CH:9]=1. Given the reactants O[C:2]1[N:3]=[C:4]2[CH:17]=[CH:16][C:15]([NH:18][NH:19][C:20]([C:22]3[CH:27]=[N:26][CH:25]=[CH:24][N:23]=3)=O)=[N:14][C:5]2=[N:6][C:7]=1[C:8]1[CH:13]=[CH:12][CH:11]=[CH:10][CH:9]=1.P(Cl)(Cl)([Cl:30])=O, predict the reaction product. (4) Given the reactants [CH3:1][C:2]1[CH:3]=[CH:4][CH:5]=[C:6]2[C:11]=1[N:10]=[CH:9][CH:8]=[CH:7]2.ClC1C=CC=C(C(OO)=[O:20])C=1.C(=O)([O-])O.[Na+], predict the reaction product. The product is: [CH3:1][C:2]1[CH:3]=[CH:4][CH:5]=[C:6]2[C:11]=1[N+:10]([O-:20])=[CH:9][CH:8]=[CH:7]2. (5) Given the reactants C([O:8][NH:9][C:10](=[O:36])[CH2:11][C@H:12]([C:22]1[O:23][C:24]([CH3:35])=[C:25]([C:27]([NH:29][CH2:30][CH2:31][N:32]([CH3:34])[CH3:33])=[O:28])[N:26]=1)[CH2:13][CH2:14][CH2:15][CH:16]1[CH2:21][CH2:20][CH2:19][CH2:18][CH2:17]1)C1C=CC=CC=1.C([O-])=O.[NH4+], predict the reaction product. The product is: [CH:16]1([CH2:15][CH2:14][CH2:13][C@@H:12]([C:22]2[O:23][C:24]([CH3:35])=[C:25]([C:27]([NH:29][CH2:30][CH2:31][N:32]([CH3:33])[CH3:34])=[O:28])[N:26]=2)[CH2:11][C:10]([NH:9][OH:8])=[O:36])[CH2:21][CH2:20][CH2:19][CH2:18][CH2:17]1. (6) Given the reactants [C:1]([O:5][C:6](=[O:20])[CH2:7][C@H:8]([CH2:12][C@H:13]([CH3:19])[CH2:14][CH2:15][CH2:16][CH2:17][CH3:18])[C:9]([OH:11])=[O:10])([CH3:4])([CH3:3])[CH3:2].C(OC(=O)C[C@@H](C(N1[C@H](C)[C@H](C2C=CC=CC=2)OC1=O)=O)C[C@@H](C)CCCCC)(C)(C)C, predict the reaction product. The product is: [C:1]([O:5][C:6](=[O:20])[CH2:7][C@H:8]([CH2:12][C@@H:13]([CH3:19])[CH2:14][CH2:15][CH2:16][CH2:17][CH3:18])[C:9]([OH:11])=[O:10])([CH3:4])([CH3:3])[CH3:2]. (7) Given the reactants [C:1]([O:9][CH2:10][CH3:11])(=[O:8])[CH2:2][C:3]([O:5][CH2:6][CH3:7])=[O:4].[H][H].[Br:14][C:15]1[CH:20]=[C:19]([CH:21]([CH3:23])[CH3:22])[CH:18]=[CH:17][C:16]=1[N:24]1[C:33]2[N:32]=[C:31]([CH3:34])[N:30]=[C:29](Cl)[C:28]=2[NH:27][C:26](=[O:36])[CH2:25]1, predict the reaction product. The product is: [Br:14][C:15]1[CH:20]=[C:19]([CH:21]([CH3:23])[CH3:22])[CH:18]=[CH:17][C:16]=1[N:24]1[C:33]2[N:32]=[C:31]([CH3:34])[N:30]=[C:29]([CH:2]([C:3]([O:5][CH2:6][CH3:7])=[O:4])[C:1]([O:9][CH2:10][CH3:11])=[O:8])[C:28]=2[NH:27][C:26](=[O:36])[CH2:25]1. (8) The product is: [Cl:1][C:2]1[C:16]([Cl:17])=[CH:15][C:5]2[NH:6][C:7]([C:9](=[N:19][OH:20])[C:10]([F:13])([F:12])[F:11])=[N:8][C:4]=2[CH:3]=1. Given the reactants [Cl:1][C:2]1[C:16]([Cl:17])=[CH:15][C:5]2[NH:6][C:7]([C:9](=O)[C:10]([F:13])([F:12])[F:11])=[N:8][C:4]=2[CH:3]=1.Cl.[NH2:19][OH:20].O, predict the reaction product. (9) Given the reactants [CH:1]1([C:7]2[C:15]3[C:10](=[CH:11][C:12]([C:16]([O:18][CH3:19])=[O:17])=[CH:13][CH:14]=3)[N:9]3C(O)[C:21]4[C:26]([C:8]=23)=[CH:25][CH:24]=[C:23]([O:27][CH3:28])[CH:22]=4)[CH2:6][CH2:5][CH2:4][CH2:3][CH2:2]1.COP([C:36](=[CH2:41])[C:37]([O:39][CH3:40])=[O:38])(OC)=O.[C:42](=O)([O-])[O-].[Cs+].[Cs+], predict the reaction product. The product is: [CH:1]1([C:7]2[C:15]3[CH:14]=[CH:13][C:12]([C:16]([O:18][CH3:19])=[O:17])=[CH:11][C:10]=3[N:9]3[CH2:41][C:36]([C:37]([O:39][CH3:40])=[O:38])=[CH:42][C:21]4[CH:22]=[C:23]([O:27][CH3:28])[CH:24]=[CH:25][C:26]=4[C:8]=23)[CH2:6][CH2:5][CH2:4][CH2:3][CH2:2]1. (10) The product is: [Cl:18][C:19]1[CH:20]=[C:21]2[C:25](=[CH:26][CH:27]=1)[NH:24][CH:23]=[C:22]2[CH2:28][CH2:29][NH:30][C:12](=[O:14])[C:11]1[CH:10]=[CH:9][C:8]([NH:7][C:1]2[CH:2]=[CH:3][CH:4]=[CH:5][CH:6]=2)=[CH:16][CH:15]=1. Given the reactants [C:1]1([NH:7][C:8]2[CH:16]=[CH:15][C:11]([C:12]([OH:14])=O)=[CH:10][CH:9]=2)[CH:6]=[CH:5][CH:4]=[CH:3][CH:2]=1.Cl.[Cl:18][C:19]1[CH:20]=[C:21]2[C:25](=[CH:26][CH:27]=1)[NH:24][CH:23]=[C:22]2[CH2:28][CH2:29][NH2:30].CN(C(ON1N=NC2C=CC=NC1=2)=[N+](C)C)C.F[P-](F)(F)(F)(F)F.C(N(CC)C(C)C)(C)C, predict the reaction product.